This data is from Full USPTO retrosynthesis dataset with 1.9M reactions from patents (1976-2016). The task is: Predict the reactants needed to synthesize the given product. (1) Given the product [F:1][C:2]1[CH:10]=[C:9]2[C:5]([C:6]([C:20]3[CH:21]=[CH:22][C:23]([N:26]4[CH2:31][CH2:30][CH:29]([NH2:32])[CH2:28][CH2:27]4)=[N:24][CH:25]=3)=[CH:7][NH:8]2)=[CH:4][CH:3]=1, predict the reactants needed to synthesize it. The reactants are: [F:1][C:2]1[CH:10]=[C:9]2[C:5]([C:6]([C:20]3[CH:21]=[CH:22][C:23]([N:26]4[CH2:31][CH2:30][CH:29]([NH2:32])[CH2:28][CH2:27]4)=[N:24][CH:25]=3)=[CH:7][N:8]2S(C2C=CC=CC=2)(=O)=O)=[CH:4][CH:3]=1.[OH-].[Na+]. (2) Given the product [C:1]1([NH:7][C:8](=[O:27])[O:9][C@@H:10]([CH2:24][O:25][CH3:26])[CH2:11][N:12]([CH2:19][CH2:20][CH2:21][CH2:22][NH:23][S:36]([C:30]2[CH:31]=[CH:32][C:33]([F:35])=[CH:34][C:29]=2[Cl:28])(=[O:38])=[O:37])[C:13]([NH:15][CH:16]([CH3:18])[CH3:17])=[O:14])[CH:6]=[CH:5][CH:4]=[CH:3][CH:2]=1, predict the reactants needed to synthesize it. The reactants are: [C:1]1([NH:7][C:8](=[O:27])[O:9][C@@H:10]([CH2:24][O:25][CH3:26])[CH2:11][N:12]([CH2:19][CH2:20][CH2:21][CH2:22][NH2:23])[C:13]([NH:15][CH:16]([CH3:18])[CH3:17])=[O:14])[CH:6]=[CH:5][CH:4]=[CH:3][CH:2]=1.[Cl:28][C:29]1[CH:34]=[C:33]([F:35])[CH:32]=[CH:31][C:30]=1[S:36](Cl)(=[O:38])=[O:37].C(N(CC)CC)C. (3) Given the product [F:36][C:20]([F:19])([F:35])[O:21][C:22]1[CH:23]=[CH:24][C:25]([C:28]2[S:32][C:31]([CH:33]=[C:3]3[C:2](=[O:1])[N:6]([CH:7]([CH2:11][C:12]4[CH:17]=[CH:16][CH:15]=[CH:14][CH:13]=4)[C:8]([OH:10])=[O:9])[C:5](=[S:18])[NH:4]3)=[CH:30][CH:29]=2)=[CH:26][CH:27]=1, predict the reactants needed to synthesize it. The reactants are: [O:1]=[C:2]1[N:6]([CH:7]([CH2:11][C:12]2[CH:17]=[CH:16][CH:15]=[CH:14][CH:13]=2)[C:8]([OH:10])=[O:9])[C:5](=[S:18])[NH:4][CH2:3]1.[F:19][C:20]([F:36])([F:35])[O:21][C:22]1[CH:27]=[CH:26][C:25]([C:28]2[S:32][C:31]([CH:33]=O)=[CH:30][CH:29]=2)=[CH:24][CH:23]=1.NCCC(O)=O.CO.C(Cl)Cl. (4) Given the product [Cl:11][C:12]1[CH:13]=[C:14]([CH:15]=[CH:16][CH:17]=1)[C:18]([O-:20])=[O:19].[Br:1][C:2]1[CH:3]=[C:4]2[CH:10]=[CH:9][NH:8][C:5]2=[N+:6]([OH:24])[CH:7]=1, predict the reactants needed to synthesize it. The reactants are: [Br:1][C:2]1[CH:3]=[C:4]2[CH:10]=[CH:9][NH:8][C:5]2=[N:6][CH:7]=1.[Cl:11][C:12]1[CH:17]=[CH:16][CH:15]=[C:14]([C:18]([O:20]O)=[O:19])[CH:13]=1.CC[O:24]CC. (5) Given the product [CH3:3][C:2]([CH3:5])([CH3:4])[C:1]([O:7][CH2:15][C:16](=[O:17])[C:18]1[CH:19]=[N:20][CH:21]=[CH:22][CH:23]=1)=[O:6], predict the reactants needed to synthesize it. The reactants are: [C:1]([OH:7])(=[O:6])[C:2]([CH3:5])([CH3:4])[CH3:3].C(=O)([O-])O.[Na+].Cl.Cl[CH2:15][C:16]([C:18]1[CH:19]=[N:20][CH:21]=[CH:22][CH:23]=1)=[O:17].O.